This data is from Forward reaction prediction with 1.9M reactions from USPTO patents (1976-2016). The task is: Predict the product of the given reaction. Given the reactants C(OC([N:8]([CH3:59])[C@H:9]([C:13]([NH:15][C@H:16]([C:20]([N:22]([C@@H:24]([C@@H:55]([CH3:58])[CH2:56][CH3:57])[C@H:25]([O:53][CH3:54])[CH2:26][C:27]([N:29]1[CH2:33][CH2:32][CH2:31][C@H:30]1[C@H:34]([O:51][CH3:52])[C@@H:35]([CH3:50])[C:36]([NH:38][C@H:39]([C:47]([OH:49])=O)[CH2:40][C:41]1[CH:46]=[CH:45][CH:44]=[CH:43][CH:42]=1)=[O:37])=[O:28])[CH3:23])=[O:21])[CH:17]([CH3:19])[CH3:18])=[O:14])C(C)C)=O)(C)(C)C.[NH:60]1[CH2:65][CH2:64][O:63][CH2:62][CH2:61]1.[CH:66]1[CH:67]=CC2N(O)N=NC=2[CH:71]=1.F[C:77](F)(F)[C:78]([OH:80])=[O:79].F[C:84](F)(F)[C:85]([O-])=O.O=CCCC(O)=O.C([BH3-])#N.[Na+], predict the reaction product. The product is: [C:78]([CH2:77][CH2:84][CH2:85][N:8]([CH3:59])[C@H:9]([C:13]([NH:15][C@H:16]([C:20]([N:22]([C@@H:24]([C@@H:55]([CH3:58])[CH2:56][CH3:57])[C@H:25]([O:53][CH3:54])[CH2:26][C:27]([N:29]1[CH2:33][CH2:32][CH2:31][C@H:30]1[C@H:34]([O:51][CH3:52])[C@@H:35]([CH3:50])[C:36]([NH:38][C@@H:39]([CH2:40][C:41]1[CH:46]=[CH:45][CH:44]=[CH:43][CH:42]=1)[C:47]([N:60]1[CH2:65][CH2:64][O:63][CH2:62][CH2:61]1)=[O:49])=[O:37])=[O:28])[CH3:23])=[O:21])[CH:17]([CH3:19])[CH3:18])=[O:14])[CH:66]([CH3:67])[CH3:71])([OH:80])=[O:79].